Dataset: Peptide-MHC class II binding affinity with 134,281 pairs from IEDB. Task: Regression. Given a peptide amino acid sequence and an MHC pseudo amino acid sequence, predict their binding affinity value. This is MHC class II binding data. (1) The peptide sequence is GELQIVDKIDAHFKI. The MHC is DRB1_0101 with pseudo-sequence DRB1_0101. The binding affinity (normalized) is 0.458. (2) The peptide sequence is EREKSAAIDGEYRLK. The MHC is DRB1_0901 with pseudo-sequence DRB1_0901. The binding affinity (normalized) is 0. (3) The peptide sequence is DVKFPGGGNIVGGVY. The MHC is HLA-DQA10501-DQB10301 with pseudo-sequence HLA-DQA10501-DQB10301. The binding affinity (normalized) is 0.599.